From a dataset of Forward reaction prediction with 1.9M reactions from USPTO patents (1976-2016). Predict the product of the given reaction. (1) Given the reactants [Br:1][C:2]1[CH:13]=[CH:12][C:5]([C:6](N(OC)C)=[O:7])=[C:4]([F:14])[CH:3]=1.[F:15][C:16]([F:27])([F:26])[O:17][C:18]1[CH:23]=[CH:22][C:21]([Mg]Br)=[CH:20][CH:19]=1.O1CCCC1.[Cl-].[NH4+], predict the reaction product. The product is: [Br:1][C:2]1[CH:13]=[CH:12][C:5]([C:6]([C:21]2[CH:20]=[CH:19][C:18]([O:17][C:16]([F:15])([F:26])[F:27])=[CH:23][CH:22]=2)=[O:7])=[C:4]([F:14])[CH:3]=1. (2) Given the reactants [CH:1]([C:4]1[CH:9]=[CH:8][C:7]([NH:10][CH2:11][C:12]2[CH:17]=[CH:16][C:15]([S:18][CH3:19])=[CH:14][CH:13]=2)=[CH:6][CH:5]=1)([CH3:3])[CH3:2].[CH:20]([C:23]1[CH:28]=[CH:27][CH:26]=[C:25]([CH:29]([CH3:31])[CH3:30])[C:24]=1[N:32]=[C:33]=[O:34])([CH3:22])[CH3:21], predict the reaction product. The product is: [CH:20]([C:23]1[CH:28]=[CH:27][CH:26]=[C:25]([CH:29]([CH3:30])[CH3:31])[C:24]=1[NH:32][C:33](=[O:34])[N:10]([C:7]1[CH:8]=[CH:9][C:4]([CH:1]([CH3:3])[CH3:2])=[CH:5][CH:6]=1)[CH2:11][C:12]1[CH:13]=[CH:14][C:15]([S:18][CH3:19])=[CH:16][CH:17]=1)([CH3:21])[CH3:22].